This data is from Reaction yield outcomes from USPTO patents with 853,638 reactions. The task is: Predict the reaction yield, written as a fraction of the theoretical maximum amount of product (1.0 means a 100% yield; for example, 0.34 means a 34% yield). (1) The reactants are [N:1]1[CH:6]=[C:5](B(O)O)[CH:4]=[N:3][CH:2]=1.FC(F)(F)S(O[C:16]1[CH:25]=[CH:24][CH:23]=[C:22]2[C:17]=1[CH2:18][C@H:19]([N:26]([CH2:34][C:35]1[CH:40]=[CH:39][CH:38]=[CH:37][CH:36]=1)[CH2:27][C:28]1[CH:33]=[CH:32][CH:31]=[CH:30][CH:29]=1)[CH2:20][O:21]2)(=O)=O. No catalyst specified. The product is [CH2:34]([N:26]([CH2:27][C:28]1[CH:33]=[CH:32][CH:31]=[CH:30][CH:29]=1)[C@H:19]1[CH2:18][C:17]2[C:22](=[CH:23][CH:24]=[CH:25][C:16]=2[C:5]2[CH:6]=[N:1][CH:2]=[N:3][CH:4]=2)[O:21][CH2:20]1)[C:35]1[CH:36]=[CH:37][CH:38]=[CH:39][CH:40]=1. The yield is 0.780. (2) The reactants are O1CCOCC1.Br[C:8]1[C:12]([CH3:14])([CH3:13])[O:11]/[C:10](=[C:15]2/[C:16](=[O:26])[NH:17][C:18]3[C:23]/2=[CH:22][C:21]([F:24])=[C:20]([F:25])[CH:19]=3)/[CH:9]=1.[F:27][C:28]1[N:33]=[CH:32][C:31](B(O)O)=[CH:30][CH:29]=1.C([O-])([O-])=O.[Na+].[Na+]. The catalyst is Cl[Pd](Cl)([P](C1C=CC=CC=1)(C1C=CC=CC=1)C1C=CC=CC=1)[P](C1C=CC=CC=1)(C1C=CC=CC=1)C1C=CC=CC=1.O. The product is [F:24][C:21]1[CH:22]=[C:23]2[C:18](=[CH:19][C:20]=1[F:25])[NH:17][C:16](=[O:26])/[C:15]/2=[C:10]1/[O:11][C:12]([CH3:14])([CH3:13])[C:8]([C:31]2[CH:32]=[N:33][C:28]([F:27])=[CH:29][CH:30]=2)=[CH:9]/1. The yield is 0.380. (3) The reactants are [OH:1][CH2:2][C@H:3]1[CH2:7][CH2:6][C@H:5]([OH:8])[CH2:4]1.N1C=CN=C1.[Si:14](Cl)([C:17]([CH3:20])([CH3:19])[CH3:18])([CH3:16])[CH3:15]. The catalyst is CN(C=O)C. The product is [Si:14]([O:1][CH2:2][C@H:3]1[CH2:7][CH2:6][C@H:5]([OH:8])[CH2:4]1)([C:17]([CH3:20])([CH3:19])[CH3:18])([CH3:16])[CH3:15]. The yield is 0.310. (4) The reactants are [CH3:1][C:2]1[CH:15]=[C:5]2[C:6]([C@@H:10]3[CH2:12][C@H:11]3[CH2:13][NH2:14])=[CH:7][CH:8]=[CH:9][N:4]2[N:3]=1.C(N(CC)CC)C.[CH:23]1([C:26](Cl)=[O:27])[CH2:25][CH2:24]1. The catalyst is O1CCCC1.C(=O)([O-])O.[Na+]. The product is [CH3:1][C:2]1[CH:15]=[C:5]2[C:6]([C@@H:10]3[CH2:12][C@H:11]3[CH2:13][NH:14][C:26]([CH:23]3[CH2:25][CH2:24]3)=[O:27])=[CH:7][CH:8]=[CH:9][N:4]2[N:3]=1. The yield is 0.650. (5) The reactants are [NH2:1][C:2]1[N:6]([C:7]2[CH:8]=[C:9]([CH:16]=[CH:17][C:18]=2[CH3:19])[C:10]([NH:12][CH:13]2[CH2:15][CH2:14]2)=[O:11])[N:5]=[CH:4][C:3]=1[C:20](=[O:28])[C:21]1[CH:26]=[CH:25][CH:24]=[C:23]([OH:27])[CH:22]=1.[Br:29][CH2:30][CH2:31]O.C1C=CC(P(C2C=CC=CC=2)C2C=CC=CC=2)=CC=1.N(C(OCC)=O)=NC(OCC)=O.[NH4+].[Cl-]. The catalyst is C1COCC1. The product is [NH2:1][C:2]1[N:6]([C:7]2[CH:8]=[C:9]([CH:16]=[CH:17][C:18]=2[CH3:19])[C:10]([NH:12][CH:13]2[CH2:14][CH2:15]2)=[O:11])[N:5]=[CH:4][C:3]=1[C:20](=[O:28])[C:21]1[CH:26]=[CH:25][CH:24]=[C:23]([O:27][CH2:31][CH2:30][Br:29])[CH:22]=1. The yield is 0.590. (6) The reactants are P12(SP3(SP(SP(S3)(S1)=S)(=S)S2)=S)=S.C(N)=O.Br[CH2:19][C:20]([C:22]1[CH:27]=[CH:26][C:25]([Br:28])=[CH:24][CH:23]=1)=O.[CH:29]([NH2:31])=[S:30].[OH-].[Na+]. The catalyst is O1CCOCC1. The product is [Br:28][C:25]1[CH:26]=[CH:27][C:22]([C:20]2[N:31]=[CH:29][S:30][CH:19]=2)=[CH:23][CH:24]=1. The yield is 0.950. (7) The reactants are CN(C)C=O.S(Cl)([Cl:8])=O.[Cl:10][C:11]1[C:12](O)=[N:13][CH:14]=[C:15]([CH:19]=1)[C:16]([OH:18])=O.[CH3:21][N:22]([CH3:27])[CH2:23][CH2:24][NH:25][CH3:26]. The catalyst is O. The product is [Cl:10][C:11]1[C:12]([Cl:8])=[N:13][CH:14]=[C:15]([CH:19]=1)[C:16]([N:25]([CH2:24][CH2:23][N:22]([CH3:27])[CH3:21])[CH3:26])=[O:18]. The yield is 1.00. (8) The reactants are [C:1]([O:5][C:6]([NH:8][C:9]1[CH:10]=[C:11]([CH3:32])[C:12]([O:15][C:16]2[CH:21]=[C:20]([O:22][CH2:23][CH2:24][O:25][CH3:26])[CH:19]=[CH:18][C:17]=2/[CH:27]=[CH:28]/[C:29]([OH:31])=O)=[N:13][CH:14]=1)=[O:7])([CH3:4])([CH3:3])[CH3:2].CC1C=CC=C([N+]([O-])=O)C=1C(OC(=O)C1C([N+]([O-])=O)=CC=CC=1C)=O.[CH2:58]([S:63]([NH2:66])(=[O:65])=[O:64])[CH2:59][CH2:60][CH2:61][CH3:62].[Cl-].[NH4+]. The catalyst is C(#N)C.CN(C)C1C=CN=CC=1.C(N(CC)CC)C. The product is [CH3:26][O:25][CH2:24][CH2:23][O:22][C:20]1[CH:19]=[CH:18][C:17](/[CH:27]=[CH:28]/[C:29](=[O:31])[NH:66][S:63]([CH2:58][CH2:59][CH2:60][CH2:61][CH3:62])(=[O:65])=[O:64])=[C:16]([CH:21]=1)[O:15][C:12]1[N:13]=[CH:14][C:9]([NH:8][C:6](=[O:7])[O:5][C:1]([CH3:2])([CH3:3])[CH3:4])=[CH:10][C:11]=1[CH3:32]. The yield is 0.860.